This data is from Forward reaction prediction with 1.9M reactions from USPTO patents (1976-2016). The task is: Predict the product of the given reaction. (1) Given the reactants [CH3:1][C:2]([CH3:13])([CH3:12])[C:3]([NH:5][C:6]1[CH:7]=[N:8][CH:9]=[CH:10][CH:11]=1)=[O:4].CN(CCN(C)C)C.[Li].[I:23]I, predict the reaction product. The product is: [I:23][C:11]1[CH:10]=[CH:9][N:8]=[CH:7][C:6]=1[NH:5][C:3](=[O:4])[C:2]([CH3:13])([CH3:12])[CH3:1]. (2) Given the reactants Cl[C:2]1[N:7]=[CH:6][C:5]([C:8]#[C:9][C:10]2[CH:15]=[CH:14][C:13]([CH2:16][CH:17]([NH:19][C:20](=[O:22])[CH3:21])[CH3:18])=[CH:12][CH:11]=2)=[CH:4][N:3]=1.[CH3:23][O:24][CH2:25][CH2:26][NH:27][CH3:28].CCN(C(C)C)C(C)C, predict the reaction product. The product is: [CH3:23][O:24][CH2:25][CH2:26][N:27]([CH3:28])[C:2]1[N:7]=[CH:6][C:5]([C:8]#[C:9][C:10]2[CH:15]=[CH:14][C:13]([CH2:16][CH:17]([NH:19][C:20](=[O:22])[CH3:21])[CH3:18])=[CH:12][CH:11]=2)=[CH:4][N:3]=1. (3) Given the reactants [CH:1]1([S:4]([C:7]2[CH:12]=[CH:11][C:10]([CH:13]([CH2:18][CH:19]3[CH2:24][CH2:23][O:22][CH2:21][CH2:20]3)[C:14](=[O:17])[CH:15]=[CH2:16])=[CH:9][CH:8]=2)(=[O:6])=[O:5])[CH2:3][CH2:2]1.[O:25]1[CH2:30][CH2:29][CH2:28][CH2:27][CH:26]1[O:31][CH2:32][C:33]1[S:37][C:36]([CH:38]=[O:39])=[N:35][CH:34]=1.C(N(CC)CC)C.O1CCCC1, predict the reaction product. The product is: [CH:1]1([S:4]([C:7]2[CH:8]=[CH:9][C:10]([CH:13]([CH2:18][CH:19]3[CH2:24][CH2:23][O:22][CH2:21][CH2:20]3)[C:14](=[O:17])[CH2:15][CH2:16][C:38]([C:36]3[S:37][C:33]([CH2:32][O:31][CH:26]4[CH2:27][CH2:28][CH2:29][CH2:30][O:25]4)=[CH:34][N:35]=3)=[O:39])=[CH:11][CH:12]=2)(=[O:6])=[O:5])[CH2:3][CH2:2]1. (4) Given the reactants [F:1][C:2]1[CH:7]=[C:6]([F:8])[CH:5]=[CH:4][C:3]=1[CH:9](O)[CH:10]1[CH2:15][CH2:14][N:13]([C:16]([O:18][C:19]([CH3:22])([CH3:21])[CH3:20])=[O:17])[CH2:12][CH2:11]1.CCN(S(F)(F)[F:30])CC, predict the reaction product. The product is: [F:1][C:2]1[CH:7]=[C:6]([F:8])[CH:5]=[CH:4][C:3]=1[CH:9]([F:30])[CH:10]1[CH2:15][CH2:14][N:13]([C:16]([O:18][C:19]([CH3:22])([CH3:21])[CH3:20])=[O:17])[CH2:12][CH2:11]1. (5) The product is: [CH:16]1[C:8]2[C:9]3[CH2:15][CH2:14][CH2:13][CH2:12][C:10]=3[O:11][C:7]=2[CH:6]=[CH:5][C:4]=1[NH2:1]. Given the reactants [N+:1]([C:4]1[CH:5]=[CH:6][C:7]2[O:11][C:10]3[CH2:12][CH2:13][CH2:14][CH2:15][C:9]=3[C:8]=2[CH:16]=1)([O-])=O, predict the reaction product. (6) Given the reactants [Cl:1][C:2]1[S:3][C:4]([NH:8][C:9](=[O:14])[CH2:10][CH2:11][S:12][CH3:13])=[C:5]([Cl:7])[N:6]=1.[C:15]([O-])([O-])=O.[K+].[K+].IC, predict the reaction product. The product is: [Cl:1][C:2]1[S:3][C:4]([N:8]([CH3:15])[C:9](=[O:14])[CH2:10][CH2:11][S:12][CH3:13])=[C:5]([Cl:7])[N:6]=1. (7) The product is: [CH2:23]([O:27][C:28]([N:30]1[CH2:31][CH2:32][N:33]([C:36](=[O:49])[C@@H:37]([NH:48][C:13]([C:4]2[CH:3]=[C:2]([OH:1])[C:11]3[C:6](=[CH:7][C:8]([CH3:12])=[CH:9][CH:10]=3)[N:5]=2)=[O:15])[CH2:38][CH2:39][O:40][CH2:41][C:42]2[CH:43]=[CH:44][CH:45]=[CH:46][CH:47]=2)[CH2:34][CH2:35]1)=[O:29])[CH2:24][CH2:25][CH3:26]. Given the reactants [OH:1][C:2]1[C:11]2[C:6](=[CH:7][C:8]([CH3:12])=[CH:9][CH:10]=2)[N:5]=[C:4]([C:13]([OH:15])=O)[CH:3]=1.FC(F)(F)C(O)=O.[CH2:23]([O:27][C:28]([N:30]1[CH2:35][CH2:34][N:33]([C:36](=[O:49])[C@@H:37]([NH2:48])[CH2:38][CH2:39][O:40][CH2:41][C:42]2[CH:47]=[CH:46][CH:45]=[CH:44][CH:43]=2)[CH2:32][CH2:31]1)=[O:29])[CH2:24][CH2:25][CH3:26].C1C=CC2N(O)N=NC=2C=1.C(Cl)CCl, predict the reaction product.